Regression. Given a peptide amino acid sequence and an MHC pseudo amino acid sequence, predict their binding affinity value. This is MHC class I binding data. From a dataset of Peptide-MHC class I binding affinity with 185,985 pairs from IEDB/IMGT. (1) The peptide sequence is NQRRQRKRR. The MHC is Mamu-B8301 with pseudo-sequence Mamu-B8301. The binding affinity (normalized) is 0. (2) The peptide sequence is KPFNNILDL. The MHC is HLA-B07:02 with pseudo-sequence HLA-B07:02. The binding affinity (normalized) is 0.570. (3) The peptide sequence is TAPIPSSMI. The MHC is Mamu-A01 with pseudo-sequence Mamu-A01. The binding affinity (normalized) is 0.804. (4) The peptide sequence is TLLESFLFY. The MHC is HLA-B08:01 with pseudo-sequence HLA-B08:01. The binding affinity (normalized) is 0.0847. (5) The peptide sequence is QQEAARAAL. The MHC is HLA-A02:01 with pseudo-sequence HLA-A02:01. The binding affinity (normalized) is 0.